This data is from Full USPTO retrosynthesis dataset with 1.9M reactions from patents (1976-2016). The task is: Predict the reactants needed to synthesize the given product. (1) Given the product [CH3:8][C:7]1[CH:6]=[C:5]([O:9][CH3:10])[C:4]([CH3:11])=[CH:3][C:2]=1[B:17]([OH:22])[OH:18], predict the reactants needed to synthesize it. The reactants are: Br[C:2]1[C:7]([CH3:8])=[CH:6][C:5]([O:9][CH3:10])=[C:4]([CH3:11])[CH:3]=1.C([Li])CCC.[B:17](OC(C)C)([O:22]C(C)C)[O:18]C(C)C. (2) The reactants are: Cl.Cl.Cl.[NH2:4][C@@H:5]([C:11]([N:13]1[CH2:18][CH2:17][N:16]([CH:19]2[CH2:24][CH2:23][N:22]([CH3:25])[CH2:21][CH2:20]2)[CH2:15][CH2:14]1)=[O:12])[CH2:6][CH2:7][C:8](=[O:10])[OH:9].[Cl:26][C:27]1[CH:28]=[CH:29][C:30]2[CH:34]=[C:33]([C:35](O)=[O:36])[S:32][C:31]=2[CH:38]=1. Given the product [Cl:26][C:27]1[CH:28]=[CH:29][C:30]2[CH:34]=[C:33]([C:35]([NH:4][C@@H:5]([C:11]([N:13]3[CH2:14][CH2:15][N:16]([CH:19]4[CH2:24][CH2:23][N:22]([CH3:25])[CH2:21][CH2:20]4)[CH2:17][CH2:18]3)=[O:12])[CH2:6][CH2:7][C:8](=[O:9])[OH:10])=[O:36])[S:32][C:31]=2[CH:38]=1, predict the reactants needed to synthesize it. (3) Given the product [F:27][C:28]1[CH:29]=[C:30]([CH:31]=[CH:23][CH:24]=1)[CH2:33][N:14]1[C:15](=[O:18])[CH:16]=[CH:17][C:12]([CH2:11][C:10]2[C:9]3[C:4](=[CH:5][CH:6]=[CH:7][CH:8]=3)[N:3]([CH2:19][C:20]([O:22][CH2:31][C:30]3[CH:33]=[CH:34][CH:35]=[C:28]([F:27])[CH:29]=3)=[O:21])[C:2]=2[CH3:1])=[N:13]1, predict the reactants needed to synthesize it. The reactants are: [CH3:1][C:2]1[N:3]([CH2:19][C:20]([OH:22])=[O:21])[C:4]2[C:9]([C:10]=1[CH2:11][C:12]1[CH:17]=[CH:16][C:15](=[O:18])[NH:14][N:13]=1)=[CH:8][CH:7]=[CH:6][CH:5]=2.[C:23](O)(=O)[CH3:24].[F:27][C:28]1[CH:29]=[C:30]([CH:33]=[CH:34][CH:35]=1)[CH2:31]Br.C(=O)([O-])[O-].[K+].[K+]. (4) Given the product [NH2:1][C:2]1[C:7]([C:8]([NH:31][C@H:23]([CH3:22])[CH2:24][C:25]2[CH:30]=[CH:29][CH:28]=[CH:27][CH:26]=2)=[O:10])=[C:6]([C:11]([F:14])([F:13])[F:12])[N:5]=[CH:4][CH:3]=1, predict the reactants needed to synthesize it. The reactants are: [NH2:1][C:2]1[C:7]([C:8]([OH:10])=O)=[C:6]([C:11]([F:14])([F:13])[F:12])[N:5]=[CH:4][CH:3]=1.C(N(CC)CC)C.[CH3:22][C@@H:23]([NH2:31])[CH2:24][C:25]1[CH:30]=[CH:29][CH:28]=[CH:27][CH:26]=1.CN(C(ON1N=NC2C=CC=CC1=2)=[N+](C)C)C.F[P-](F)(F)(F)(F)F. (5) Given the product [OH:8][CH2:9][C:10]1[N:15]=[C:14]([O:16][CH2:17][C@H:18]2[CH2:22][CH2:21][CH2:20][N:19]2[C:23]([O:25][C:26]([CH3:29])([CH3:28])[CH3:27])=[O:24])[CH:13]=[CH:12][CH:11]=1, predict the reactants needed to synthesize it. The reactants are: [Si]([O:8][CH2:9][C:10]1[N:15]=[C:14]([O:16][CH2:17][C@H:18]2[CH2:22][CH2:21][CH2:20][N:19]2[C:23]([O:25][C:26]([CH3:29])([CH3:28])[CH3:27])=[O:24])[CH:13]=[CH:12][CH:11]=1)(C(C)(C)C)(C)C.[F-].C([N+](CCCC)(CCCC)CCCC)CCC. (6) The reactants are: [OH-].[Na+].C([O:5][C:6]([C:8]1[C:9]([CH3:27])=[N:10][N:11]([C:16]2[CH:21]=[CH:20][CH:19]=[C:18]([O:22][C:23]([F:26])([F:25])[F:24])[CH:17]=2)[C:12]=1[CH:13]1[CH2:15][CH2:14]1)=[O:7])C. Given the product [CH:13]1([C:12]2[N:11]([C:16]3[CH:21]=[CH:20][CH:19]=[C:18]([O:22][C:23]([F:24])([F:25])[F:26])[CH:17]=3)[N:10]=[C:9]([CH3:27])[C:8]=2[C:6]([OH:7])=[O:5])[CH2:14][CH2:15]1, predict the reactants needed to synthesize it. (7) Given the product [OH:1][C:2]([CH3:35])([CH3:36])[CH2:3][C@@:4]1([C:29]2[CH:34]=[CH:33][CH:32]=[CH:31][CH:30]=2)[O:9][C:8](=[O:10])[N:7]([C@H:11]([C:14]2[CH:15]=[CH:16][C:17]([C:38]3[CH:43]=[CH:42][N:41]([CH3:44])[C:40](=[O:45])[CH:39]=3)=[CH:18][CH:19]=2)[CH2:12][CH3:13])[CH2:6][CH2:5]1, predict the reactants needed to synthesize it. The reactants are: [OH:1][C:2]([CH3:36])([CH3:35])[CH2:3][C@@:4]1([C:29]2[CH:34]=[CH:33][CH:32]=[CH:31][CH:30]=2)[O:9][C:8](=[O:10])[N:7]([C@H:11]([C:14]2[CH:19]=[CH:18][C:17](B3OC(C)(C)C(C)(C)O3)=[CH:16][CH:15]=2)[CH2:12][CH3:13])[CH2:6][CH2:5]1.Br[C:38]1[CH:43]=[CH:42][N:41]([CH3:44])[C:40](=[O:45])[CH:39]=1.